Dataset: Forward reaction prediction with 1.9M reactions from USPTO patents (1976-2016). Task: Predict the product of the given reaction. (1) Given the reactants [Cl:1][C:2]1[CH:7]=[CH:6][C:5]([N:8]2[C:13](=[O:14])[CH:12]=[C:11]([C:15]([F:18])([F:17])[F:16])[NH:10][C:9]2=[O:19])=[C:4]([N+:20]([O-:22])=[O:21])[CH:3]=1.S(OC)(O[CH3:27])(=O)=O.C(=O)([O-])[O-].[K+].[K+], predict the reaction product. The product is: [Cl:1][C:2]1[CH:7]=[CH:6][C:5]([N:8]2[C:13](=[O:14])[CH:12]=[C:11]([C:15]([F:17])([F:18])[F:16])[N:10]([CH3:27])[C:9]2=[O:19])=[C:4]([N+:20]([O-:22])=[O:21])[CH:3]=1. (2) The product is: [NH2:1][C:2]1[C:10]2[C:9]([CH3:11])=[C:8]([CH3:12])[N:7]=[N:6][C:5]=2[S:4][C:3]=1[C:13]([NH:69][CH:67]1[CH2:68][CH:66]1[C:63]1[CH:62]=[CH:61][C:60]([S:57]([CH3:56])(=[O:59])=[O:58])=[CH:65][CH:64]=1)=[O:15]. Given the reactants [NH2:1][C:2]1[C:10]2[C:9]([CH3:11])=[C:8]([CH3:12])[N:7]=[N:6][C:5]=2[S:4][C:3]=1[C:13]([OH:15])=O.C(N(CC)C(C)C)(C)C.CN(C(ON1N=NC2C=CC=NC1=2)=[N+](C)C)C.F[P-](F)(F)(F)(F)F.FC(F)(F)C(O)=O.[CH3:56][S:57]([C:60]1[CH:65]=[CH:64][C:63]([CH:66]2[CH2:68][CH:67]2[NH2:69])=[CH:62][CH:61]=1)(=[O:59])=[O:58], predict the reaction product. (3) The product is: [CH3:8][C:7]1([CH3:10])[CH:6]([NH:12][C:13](=[O:19])[O:14][C:15]([CH3:18])([CH3:16])[CH3:17])[C:5](=[O:20])[N:4]([C:21]2[CH:22]=[CH:23][CH:24]=[CH:25][CH:26]=2)[CH2:1][CH:2]=[CH:3]1. Given the reactants [CH2:1]([N:4]([C:21]1[CH:26]=[CH:25][CH:24]=[CH:23][CH:22]=1)[C:5](=[O:20])[CH:6]([NH:12][C:13](=[O:19])[O:14][C:15]([CH3:18])([CH3:17])[CH3:16])[C:7](C)([CH3:10])[CH:8]=C)[CH:2]=[CH2:3], predict the reaction product.